This data is from Forward reaction prediction with 1.9M reactions from USPTO patents (1976-2016). The task is: Predict the product of the given reaction. (1) The product is: [CH2:29]([O:28][C:24](/[CH:25]=[CH:26]/[C:2]1[C:11]([O:12][CH3:13])=[C:10]2[C:5]([CH:6]=[N:7][C:8]([N:14]([CH3:16])[CH3:15])=[N:9]2)=[C:4]([C:17]2[CH:22]=[CH:21][CH:20]=[C:19]([Cl:23])[CH:18]=2)[CH:3]=1)=[O:27])[CH3:30]. Given the reactants Br[C:2]1[C:11]([O:12][CH3:13])=[C:10]2[C:5]([CH:6]=[N:7][C:8]([N:14]([CH3:16])[CH3:15])=[N:9]2)=[C:4]([C:17]2[CH:22]=[CH:21][CH:20]=[C:19]([Cl:23])[CH:18]=2)[CH:3]=1.[C:24]([O:28][CH2:29][CH3:30])(=[O:27])[CH:25]=[CH2:26].C(N(CC)CC)C.CN(C=O)C, predict the reaction product. (2) Given the reactants [F:1][C:2]([F:17])(S(F)(=O)=O)[C:3]([F:12])([F:11])[C:4]([F:10])([F:9])[S:5]([F:8])(=[O:7])=[O:6].C(N(CC)CC)C.C(OCC)(=O)C, predict the reaction product. The product is: [F:10][C:4]([F:9])([S:5]([F:8])(=[O:6])=[O:7])[C:3]([F:11])([F:12])[CH:2]([F:1])[F:17]. (3) Given the reactants [CH2:1]([N:8]1[CH2:17][CH2:16][C:15]2[C:14](Cl)=[N:13][CH:12]=[N:11][C:10]=2[CH2:9]1)[C:2]1[CH:7]=[CH:6][CH:5]=[CH:4][CH:3]=1.[C:19]12([CH:29]([OH:32])[CH2:30][NH2:31])[CH2:28][CH:23]3[CH2:24][CH:25]([CH2:27][CH:21]([CH2:22]3)[CH2:20]1)[CH2:26]2.C(N(CC)C(C)C)(C)C.C(#N)C.C(=O)(O)[O-].[Na+], predict the reaction product. The product is: [C:19]12([CH:29]([OH:32])[CH2:30][NH:31][C:14]3[C:15]4[CH2:16][CH2:17][N:8]([CH2:1][C:2]5[CH:7]=[CH:6][CH:5]=[CH:4][CH:3]=5)[CH2:9][C:10]=4[N:11]=[CH:12][N:13]=3)[CH2:28][CH:23]3[CH2:24][CH:25]([CH2:27][CH:21]([CH2:22]3)[CH2:20]1)[CH2:26]2. (4) Given the reactants [CH3:1][C:2]1[CH:7]=[CH:6][CH:5]=[C:4]([CH3:8])[C:3]=1[N:9]1[CH2:13][C:12]2([C:17]([OH:19])=O)[CH2:14][CH2:15][CH2:16][CH:11]2[C:10]1=[O:20].C(N(C(C)C)CC)(C)C.CS(Cl)(=O)=O.[F:35][C:36]([F:49])([F:48])[C:37]1[CH:38]=[C:39]([CH:41]=[C:42]([C:44]([F:47])([F:46])[F:45])[CH:43]=1)[NH2:40], predict the reaction product. The product is: [F:35][C:36]([F:48])([F:49])[C:37]1[CH:38]=[C:39]([NH:40][C:17]([C:12]23[CH2:14][CH2:15][CH2:16][CH:11]2[C:10](=[O:20])[N:9]([C:3]2[C:2]([CH3:1])=[CH:7][CH:6]=[CH:5][C:4]=2[CH3:8])[CH2:13]3)=[O:19])[CH:41]=[C:42]([C:44]([F:45])([F:47])[F:46])[CH:43]=1.